This data is from Catalyst prediction with 721,799 reactions and 888 catalyst types from USPTO. The task is: Predict which catalyst facilitates the given reaction. (1) Reactant: [NH2:1][C:2]1[CH:19]=[C:18]([Cl:20])[C:5]([CH2:6][C:7]2[CH:8]=[C:9]([CH:15]([CH3:17])[CH3:16])[C:10](=[O:14])[N:11]([CH3:13])[N:12]=2)=[C:4]([Cl:21])[CH:3]=1.N([O-])=O.[Na+].[C:26]([CH2:28][C:29]([NH:31][C:32]([O:34][CH2:35][CH3:36])=[O:33])=[O:30])#[N:27].[N:37]1C=CC=CC=1. Product: [CH2:35]([O:34][C:32](=[O:33])[NH:31][C:29](=[O:30])[C:28]([C:26]#[N:27])=[N:37][NH:1][C:2]1[CH:3]=[C:4]([Cl:21])[C:5]([CH2:6][C:7]2[CH:8]=[C:9]([CH:15]([CH3:17])[CH3:16])[C:10](=[O:14])[N:11]([CH3:13])[N:12]=2)=[C:18]([Cl:20])[CH:19]=1)[CH3:36]. The catalyst class is: 223. (2) Reactant: Cl[C:2]1[CH:11]=[CH:10][C:5]([C:6]([O:8][CH3:9])=[O:7])=[CH:4][N:3]=1.[NH2:12][C:13]1[CH:18]=[CH:17][CH:16]=[CH:15][CH:14]=1. Product: [C:13]1([NH:12][C:2]2[CH:11]=[CH:10][C:5]([C:6]([O:8][CH3:9])=[O:7])=[CH:4][N:3]=2)[CH:18]=[CH:17][CH:16]=[CH:15][CH:14]=1. The catalyst class is: 18.